Dataset: Peptide-MHC class II binding affinity with 134,281 pairs from IEDB. Task: Regression. Given a peptide amino acid sequence and an MHC pseudo amino acid sequence, predict their binding affinity value. This is MHC class II binding data. The peptide sequence is NFRFMSKGGMRNVFDEVIPT. The MHC is DRB3_0101 with pseudo-sequence DRB3_0101. The binding affinity (normalized) is 0.382.